Dataset: TCR-epitope binding with 47,182 pairs between 192 epitopes and 23,139 TCRs. Task: Binary Classification. Given a T-cell receptor sequence (or CDR3 region) and an epitope sequence, predict whether binding occurs between them. The TCR CDR3 sequence is CASSLGGTEAFF. Result: 0 (the TCR does not bind to the epitope). The epitope is SEISMDNSPNL.